This data is from Reaction yield outcomes from USPTO patents with 853,638 reactions. The task is: Predict the reaction yield, written as a fraction of the theoretical maximum amount of product (1.0 means a 100% yield; for example, 0.34 means a 34% yield). (1) The reactants are [C:1]1([C:7]2[CH:15]=[C:14]3[C:10]([CH2:11][C:12](=[O:16])[NH:13]3)=[CH:9][CH:8]=2)[CH:6]=[CH:5][CH:4]=[CH:3][CH:2]=1.C(O[CH:22](OC(C)(C)C)[N:23]([CH3:25])[CH3:24])(C)(C)C. The catalyst is CN(C=O)C. The product is [CH3:22][N:23]([CH:25]=[C:11]1[C:10]2[C:14](=[CH:15][C:7]([C:1]3[CH:2]=[CH:3][CH:4]=[CH:5][CH:6]=3)=[CH:8][CH:9]=2)[NH:13][C:12]1=[O:16])[CH3:24]. The yield is 0.750. (2) The reactants are CCN=C=NCCCN(C)C.Cl.[NH2:13][C@H:14]1[CH2:19][CH2:18][N:17]([C:20]([O:22][C:23]([CH3:26])([CH3:25])[CH3:24])=[O:21])[CH2:16][C@H:15]1[O:27][CH3:28].[Cl:29][C:30]1[N:31]=[C:32]([C:37](OCC)=[O:38])[NH:33][C:34]=1[CH2:35][CH3:36].Cl. The catalyst is CN(C1C=CN=CC=1)C.CC(N(C)C)=O. The product is [Cl:29][C:30]1[N:31]=[C:32]([C:37]([NH:13][C@H:14]2[CH2:19][CH2:18][N:17]([C:20]([O:22][C:23]([CH3:24])([CH3:25])[CH3:26])=[O:21])[CH2:16][C@H:15]2[O:27][CH3:28])=[O:38])[NH:33][C:34]=1[CH2:35][CH3:36]. The yield is 0.620. (3) The reactants are CC1(C)O[C:6](=[O:8])[CH:5]=[C:4]([CH3:9])O1.[NH2:11]/[C:12](/[CH3:16])=[CH:13]/[C:14]#[N:15]. The catalyst is C(OCC)(=O)C. The product is [CH3:16][C:12]1[NH:11][C:4]([CH3:9])=[CH:5][C:6](=[O:8])[C:13]=1[C:14]#[N:15]. The yield is 0.304. (4) The reactants are [N:1]1[C:10]2[CH:9]=[CH:8][NH:7][C:6](=[O:11])[C:5]=2[CH:4]=[CH:3][CH:2]=1.O[C@@H:13]([CH3:18])[C:14]([O:16][CH3:17])=[O:15].C1(P(C2C=CC=CC=2)C2C=CC=CC=2)C=CC=CC=1.CCOC(/N=N/C(OCC)=O)=O. The catalyst is C1COCC1.CO.C(Cl)Cl. The product is [NH4+:1].[OH-:11].[O:11]=[C:6]1[N:7]([C@H:13]([CH3:18])[C:14]([O:16][CH3:17])=[O:15])[CH:8]=[CH:9][C:10]2[N:1]=[CH:2][CH:3]=[CH:4][C:5]1=2. The yield is 0.0100. (5) The reactants are C(NC(C)C)(C)C.[F:8][C:9]1[CH:14]=[CH:13][C:12]([N:15]2[C:23]3[C:18](=[CH:19][C:20]([O:24][C@H:25]([C:29]4[CH:34]=[CH:33][CH:32]=[C:31]([O:35][CH3:36])[CH:30]=4)[C@@H:26]([NH2:28])[CH3:27])=[CH:21][CH:22]=3)[CH:17]=[N:16]2)=[CH:11][CH:10]=1.[NH2:37][C:38](=[O:42])[C:39](O)=[O:40].CN(C(ON1N=NC2C=CC=CC1=2)=[N+](C)C)C.F[P-](F)(F)(F)(F)F. The catalyst is ClCCl. The product is [F:8][C:9]1[CH:10]=[CH:11][C:12]([N:15]2[C:23]3[C:18](=[CH:19][C:20]([O:24][C@H:25]([C:29]4[CH:34]=[CH:33][CH:32]=[C:31]([O:35][CH3:36])[CH:30]=4)[C@@H:26]([NH:28][C:39]([C:38]([NH2:37])=[O:42])=[O:40])[CH3:27])=[CH:21][CH:22]=3)[CH:17]=[N:16]2)=[CH:13][CH:14]=1. The yield is 0.690. (6) The reactants are [CH3:1][C:2]1[C:10]2[C:5](=[CH:6][CH:7]=[CH:8][CH:9]=2)[CH2:4][C:3]=1[C:11]([OH:13])=O.Cl.[CH3:15][O:16][C:17](=[O:34])[C@@H:18]([NH:28][C:29](=[O:33])[C@@H:30]([NH2:32])[CH3:31])[CH2:19][C:20]1[CH:25]=[CH:24][C:23]([O:26][CH3:27])=[CH:22][CH:21]=1.C(N(CC)C(C)C)(C)C.CN(C(ON1N=NC2C=CC=NC1=2)=[N+](C)C)C.F[P-](F)(F)(F)(F)F. The catalyst is CN(C=O)C. The product is [CH3:15][O:16][C:17](=[O:34])[C@@H:18]([NH:28][C:29](=[O:33])[C@@H:30]([NH:32][C:11]([C:3]1[CH2:4][C:5]2[C:10]([C:2]=1[CH3:1])=[CH:9][CH:8]=[CH:7][CH:6]=2)=[O:13])[CH3:31])[CH2:19][C:20]1[CH:21]=[CH:22][C:23]([O:26][CH3:27])=[CH:24][CH:25]=1. The yield is 0.890. (7) The reactants are Br[C:2]1[CH:13]=[CH:12][C:5]2[C:6](=[O:11])[NH:7][S:8](=[O:10])(=[O:9])[C:4]=2[CH:3]=1.[B:14]1([B:14]2[O:18][C:17]([CH3:20])([CH3:19])[C:16]([CH3:22])([CH3:21])[O:15]2)[O:18][C:17]([CH3:20])([CH3:19])[C:16]([CH3:22])([CH3:21])[O:15]1.CC([O-])=O.[K+]. The catalyst is O1CCOCC1. The product is [O:9]=[S:8]1(=[O:10])[C:4]2[CH:3]=[C:2]([B:14]3[O:18][C:17]([CH3:20])([CH3:19])[C:16]([CH3:22])([CH3:21])[O:15]3)[CH:13]=[CH:12][C:5]=2[C:6](=[O:11])[NH:7]1. The yield is 1.69. (8) The reactants are [Br:1][C:2]1[CH:7]=[CH:6][C:5]([S:8](Cl)(=[O:10])=[O:9])=[CH:4][C:3]=1[F:12].[CH2:13]([NH2:15])[CH3:14]. No catalyst specified. The product is [Br:1][C:2]1[CH:7]=[CH:6][C:5]([S:8]([NH:15][CH2:13][CH3:14])(=[O:10])=[O:9])=[CH:4][C:3]=1[F:12]. The yield is 0.920. (9) The reactants are [C:1]([C:4]1[NH:8][C:7]2[C:9]([Cl:13])=[C:10]([Cl:12])[S:11][C:6]=2[CH:5]=1)([OH:3])=O.[NH2:14][C@@H:15]1[CH2:23][C:22]2[C:17](=[CH:18][CH:19]=[CH:20][CH:21]=2)[C@@H:16]1[CH2:24][NH:25][C:26](=[O:32])[O:27][C:28]([CH3:31])([CH3:30])[CH3:29].CCN(C(C)C)C(C)C.C1C=CC2N(O)N=NC=2C=1.CCN=C=NCCCN(C)C. The catalyst is C(Cl)Cl. The product is [C:28]([O:27][C:26](=[O:32])[NH:25][CH2:24][C@H:16]1[C:17]2[C:22](=[CH:21][CH:20]=[CH:19][CH:18]=2)[CH2:23][C@H:15]1[NH:14][C:1]([C:4]1[NH:8][C:7]2[C:9]([Cl:13])=[C:10]([Cl:12])[S:11][C:6]=2[CH:5]=1)=[O:3])([CH3:31])([CH3:29])[CH3:30]. The yield is 0.930. (10) The yield is 0.270. The catalyst is CS(C)=O.CCOC(C)=O.O. The reactants are [Cl:1][C:2]1[C:7]2[N:8]=[C:9](S(C)(=O)=O)[N:10]=[CH:11][C:6]=2[CH:5]=[C:4]([CH3:16])[N:3]=1.[CH2:17]([O:19][C:20]1[CH:25]=[C:24]([C:26]2[N:30]([CH3:31])[CH:29]=[N:28][N:27]=2)[CH:23]=[CH:22][C:21]=1[NH:32]C=O)[CH3:18].C([O-])([O-])=O.[Cs+].[Cs+]. The product is [Cl:1][C:2]1[C:7]2[N:8]=[C:9]([NH:32][C:21]3[CH:22]=[CH:23][C:24]([C:26]4[N:30]([CH3:31])[CH:29]=[N:28][N:27]=4)=[CH:25][C:20]=3[O:19][CH2:17][CH3:18])[N:10]=[CH:11][C:6]=2[CH:5]=[C:4]([CH3:16])[N:3]=1.